Dataset: Catalyst prediction with 721,799 reactions and 888 catalyst types from USPTO. Task: Predict which catalyst facilitates the given reaction. (1) Reactant: [N:1]([C@@H:4]1[CH2:13][C@@H:12]2[C@:7]([CH3:16])([CH2:8][CH2:9][CH2:10][C:11]2([CH3:15])[CH3:14])[C@@H:6]([CH2:17][S:18][C:19]2[CH:24]=[C:23]([O:25][CH3:26])[CH:22]=[C:21]([O:27][CH3:28])[CH:20]=2)[C@@:5]1([CH3:30])[OH:29])=[N+]=[N-].[H-].[Al+3].[Li+].[H-].[H-].[H-].O.[OH-].[Na+]. Product: [NH2:1][C@@H:4]1[CH2:13][C@@H:12]2[C@:7]([CH3:16])([CH2:8][CH2:9][CH2:10][C:11]2([CH3:14])[CH3:15])[C@@H:6]([CH2:17][S:18][C:19]2[CH:20]=[C:21]([O:27][CH3:28])[CH:22]=[C:23]([O:25][CH3:26])[CH:24]=2)[C@@:5]1([CH3:30])[OH:29]. The catalyst class is: 1. (2) Reactant: [CH2:1]([NH:8][C:9]1[C:18]2[CH:19]=[CH:20][N:21]=[CH:22][C:17]=2[C:16]2[C:11](=[CH:12][CH:13]=[N:14][C:15]=2[O:23]CCCC)[N:10]=1)[C:2]1[CH:7]=[CH:6][CH:5]=[CH:4][CH:3]=1. Product: [CH2:1]([NH:8][C:9]1[C:18]2[CH:19]=[CH:20][N:21]=[CH:22][C:17]=2[C:16]2[C:15](=[O:23])[NH:14][CH:13]=[CH:12][C:11]=2[N:10]=1)[C:2]1[CH:3]=[CH:4][CH:5]=[CH:6][CH:7]=1. The catalyst class is: 201.